Predict the reactants needed to synthesize the given product. From a dataset of Full USPTO retrosynthesis dataset with 1.9M reactions from patents (1976-2016). (1) Given the product [CH:12]1([NH:11][C:9](=[O:10])[C:8]([C:5]2[CH:6]=[CH:7][C:2]([NH:1][CH2:32][C:29]3[CH:30]=[CH:31][C:26]([C:25]([O:24][CH3:23])=[O:34])=[CH:27][CH:28]=3)=[CH:3][CH:4]=2)=[CH:15][C:16]2[CH:21]=[CH:20][C:19]([F:22])=[CH:18][CH:17]=2)[CH2:13][CH2:14]1, predict the reactants needed to synthesize it. The reactants are: [NH2:1][C:2]1[CH:7]=[CH:6][C:5]([C:8](=[CH:15][C:16]2[CH:21]=[CH:20][C:19]([F:22])=[CH:18][CH:17]=2)[C:9]([NH:11][CH:12]2[CH2:14][CH2:13]2)=[O:10])=[CH:4][CH:3]=1.[CH3:23][O:24][C:25](=[O:34])[C:26]1[CH:31]=[CH:30][C:29]([CH:32]=O)=[CH:28][CH:27]=1.C(O[BH-](OC(=O)C)OC(=O)C)(=O)C.[Na+].C(O)(=O)C. (2) Given the product [Cl:1][C:2]1[CH:25]=[CH:24][C:5]([CH2:6][N:7]2[C:15]3[C:10](=[CH:11][C:12](/[CH:16]=[C:17]4/[C:18](=[O:23])[N:19]([CH2:33][CH2:34][CH2:35][N:36]5[CH2:41][CH2:40][N:39]([CH3:42])[CH2:38][CH2:37]5)[C:20](=[O:22])[S:21]/4)=[CH:13][CH:14]=3)[CH:9]=[CH:8]2)=[C:4]([C:26]([F:29])([F:27])[F:28])[CH:3]=1, predict the reactants needed to synthesize it. The reactants are: [Cl:1][C:2]1[CH:25]=[CH:24][C:5]([CH2:6][N:7]2[C:15]3[C:10](=[CH:11][C:12](/[CH:16]=[C:17]4/[C:18](=[O:23])[NH:19][C:20](=[O:22])[S:21]/4)=[CH:13][CH:14]=3)[CH:9]=[CH:8]2)=[C:4]([C:26]([F:29])([F:28])[F:27])[CH:3]=1.Cl.Cl.Cl[CH2:33][CH2:34][CH2:35][N:36]1[CH2:41][CH2:40][N:39]([CH3:42])[CH2:38][CH2:37]1. (3) The reactants are: [C:1]([O:5][C:6]([N:8]1[CH2:16][C:15]2[C:10](=[CH:11][CH:12]=[C:13](I)[CH:14]=2)[CH2:9]1)=[O:7])([CH3:4])([CH3:3])[CH3:2]. Given the product [C:1]([O:5][C:6]([N:8]1[CH2:16][C:15]2[C:10](=[CH:11][CH:12]=[C:13]([O:5][CH:1]([CH3:3])[CH3:2])[CH:14]=2)[CH2:9]1)=[O:7])([CH3:4])([CH3:3])[CH3:2], predict the reactants needed to synthesize it. (4) Given the product [CH3:11][NH:12][C:2]1[CH:7]=[CH:6][N:5]=[CH:4][C:3]=1[N+:8]([O-:10])=[O:9], predict the reactants needed to synthesize it. The reactants are: Cl[C:2]1[CH:7]=[CH:6][N:5]=[CH:4][C:3]=1[N+:8]([O-:10])=[O:9].[CH3:11][NH2:12]. (5) Given the product [N:1]([CH2:16][C@H:14]([OH:15])[CH2:13][O:12][C:11]1[C:6]([Cl:5])=[N:7][CH:8]=[CH:9][CH:10]=1)=[N+:2]=[N-:3], predict the reactants needed to synthesize it. The reactants are: [N-:1]=[N+:2]=[N-:3].[Na+].[Cl:5][C:6]1[C:11]([O:12][CH2:13][C@@H:14]2[CH2:16][O:15]2)=[CH:10][CH:9]=[CH:8][N:7]=1.O.[N-]=[N+]=[N-].[Na+]. (6) Given the product [CH2:1]([O:3][C:4]([C:5]1[C:9](=[O:12])[CH:21]=[C:20]([CH3:19])[NH:8][C:6]=1[CH3:7])=[O:10])[CH3:2], predict the reactants needed to synthesize it. The reactants are: [CH2:1]([O:3][C:4](=[O:10])[C:5]([CH3:9])=[C:6]([NH2:8])[CH3:7])[CH3:2].C[O:12]C(=O)CC(=O)C.[CH3:19][C:20]1[CH:21]=CC=CC=1C. (7) Given the product [NH2:27][C:24]1[CH:25]=[CH:26][C:21]([C:20]2[C:13]3[C:14](=[N:15][CH:16]=[N:17][C:12]=3[NH2:11])[N:18]([C@H:33]3[CH2:38][CH2:37][C@H:36]([N:39]4[CH2:40][CH2:41][N:42]([CH3:45])[CH2:43][CH2:44]4)[CH2:35][CH2:34]3)[N:19]=2)=[CH:22][C:23]=1[O:31][CH3:32], predict the reactants needed to synthesize it. The reactants are: FC(F)(F)C(O)=O.ClCCl.[NH2:11][C:12]1[N:17]=[CH:16][N:15]=[C:14]2[N:18]([CH:33]3[CH2:38][CH2:37][CH:36]([N:39]4[CH2:44][CH2:43][N:42]([CH3:45])[CH2:41][CH2:40]4)[CH2:35][CH2:34]3)[N:19]=[C:20]([C:21]3[CH:26]=[CH:25][C:24]([NH:27]C(=O)[O-])=[C:23]([O:31][CH3:32])[CH:22]=3)[C:13]=12.